This data is from Reaction yield outcomes from USPTO patents with 853,638 reactions. The task is: Predict the reaction yield, written as a fraction of the theoretical maximum amount of product (1.0 means a 100% yield; for example, 0.34 means a 34% yield). The yield is 0.850. The product is [Cl-:17].[CH3:11][N+:12]1[C:7](=[O:19])[N:1]([CH3:2])[CH:6]=[CH:5][CH:4]=1. The reactants are [N:1]1([CH:7]=CC=O)[CH2:6][CH2:5][CH2:4]C[CH2:2]1.[CH3:11][NH:12]C(NC)=O.[ClH:17].C[OH:19]. No catalyst specified.